Predict which catalyst facilitates the given reaction. From a dataset of Catalyst prediction with 721,799 reactions and 888 catalyst types from USPTO. (1) Reactant: [OH:1][CH2:2][C:3]1[C:7]([C:8]([F:11])([F:10])[F:9])=[C:6]([C:12]([O:14][CH2:15][CH3:16])=[O:13])[N:5]([CH3:17])[N:4]=1. The catalyst class is: 742. Product: [CH:2]([C:3]1[C:7]([C:8]([F:11])([F:10])[F:9])=[C:6]([C:12]([O:14][CH2:15][CH3:16])=[O:13])[N:5]([CH3:17])[N:4]=1)=[O:1]. (2) Reactant: Cl[C:2]1[N:7]=[C:6]([O:8][CH3:9])[N:5]=[C:4]([NH:10][CH2:11][CH2:12][C:13]2[CH:18]=[CH:17][C:16]([Cl:19])=[CH:15][C:14]=2[Cl:20])[CH:3]=1.[C:21]([C:24]1([C:29]2[CH:30]=[C:31](B(O)O)[CH:32]=[CH:33][CH:34]=2)[CH2:28][CH2:27][CH2:26][CH2:25]1)([OH:23])=[O:22].C([O-])([O-])=O.[Cs+].[Cs+].Cl. Product: [Cl:20][C:14]1[CH:15]=[C:16]([Cl:19])[CH:17]=[CH:18][C:13]=1[CH2:12][CH2:11][NH:10][C:4]1[N:5]=[C:6]([O:8][CH3:9])[N:7]=[C:2]([C:31]2[CH:30]=[C:29]([C:24]3([C:21]([OH:23])=[O:22])[CH2:28][CH2:27][CH2:26][CH2:25]3)[CH:34]=[CH:33][CH:32]=2)[CH:3]=1. The catalyst class is: 108.